The task is: Predict the product of the given reaction.. This data is from Forward reaction prediction with 1.9M reactions from USPTO patents (1976-2016). (1) Given the reactants [OH:1][C:2]1([C:9]2[CH:14]=[CH:13][CH:12]=[C:11]([C:15]#[C:16][Si](C)(C)C)[CH:10]=2)[CH2:7][CH2:6][C:5](=O)[CH2:4][CH2:3]1.[NH:21]1[CH2:24][CH:23]([NH:25][C:26]([CH2:28][NH:29][C:30](=[O:41])[C:31]2[CH:36]=[CH:35][CH:34]=[C:33]([C:37]([F:40])([F:39])[F:38])[CH:32]=2)=[O:27])[CH2:22]1.CCCC[N+](CCCC)(CCCC)CCCC.[F-], predict the reaction product. The product is: [C:15]([C:11]1[CH:10]=[C:9]([C:2]2([OH:1])[CH2:7][CH2:6][CH:5]([N:21]3[CH2:24][CH:23]([NH:25][C:26]([CH2:28][NH:29][C:30](=[O:41])[C:31]4[CH:36]=[CH:35][CH:34]=[C:33]([C:37]([F:40])([F:38])[F:39])[CH:32]=4)=[O:27])[CH2:22]3)[CH2:4][CH2:3]2)[CH:14]=[CH:13][CH:12]=1)#[CH:16]. (2) Given the reactants [CH2:1]([O:4][C:5]([CH2:12][CH3:13])([CH2:10][CH3:11])[C:6]([O:8][CH3:9])=[O:7])[CH:2]=C.[O:14]=[O+][O-].CSC, predict the reaction product. The product is: [CH2:10]([C:5]([O:4][CH2:1][CH:2]=[O:14])([CH2:12][CH3:13])[C:6]([O:8][CH3:9])=[O:7])[CH3:11]. (3) Given the reactants F[C:2]1[CH:7]=[CH:6][C:5]([N+:8]([O-:10])=[O:9])=[CH:4][CH:3]=1.[CH3:11][CH:12]1[O:17][CH:16]([CH3:18])[CH2:15][NH:14][CH2:13]1.C(NC(C)C)(C)C, predict the reaction product. The product is: [CH3:18][C@H:16]1[O:17][C@H:12]([CH3:11])[CH2:13][N:14]([C:2]2[CH:7]=[CH:6][C:5]([N+:8]([O-:10])=[O:9])=[CH:4][CH:3]=2)[CH2:15]1.[CH3:18][C@H:16]1[O:17][C@@H:12]([CH3:11])[CH2:13][N:14]([C:2]2[CH:7]=[CH:6][C:5]([N+:8]([O-:10])=[O:9])=[CH:4][CH:3]=2)[CH2:15]1. (4) The product is: [N:1]1([C:5]2[N:10]=[C:9]([CH2:11][N:12]3[C@@H:16]([CH3:17])[C@@H:15]([C:18]4[CH:19]=[C:20]([C:28]([F:31])([F:30])[F:29])[CH:21]=[C:22]([C:24]([F:26])([F:25])[F:27])[CH:23]=4)[O:14][C:13]3=[O:32])[C:8]([C:33]3[CH:38]=[C:37]([C:50]4[S:54][C:53]([C:55]([O:57][CH3:58])=[O:56])=[CH:52][C:51]=4[CH3:59])[CH:36]=[CH:35][C:34]=3[O:47][CH3:48])=[CH:7][CH:6]=2)[CH2:4][CH2:3][CH2:2]1. Given the reactants [N:1]1([C:5]2[N:10]=[C:9]([CH2:11][N:12]3[C@@H:16]([CH3:17])[C@@H:15]([C:18]4[CH:23]=[C:22]([C:24]([F:27])([F:26])[F:25])[CH:21]=[C:20]([C:28]([F:31])([F:30])[F:29])[CH:19]=4)[O:14][C:13]3=[O:32])[C:8]([C:33]3[CH:38]=[C:37](B4OCC(C)(C)CO4)[CH:36]=[CH:35][C:34]=3[O:47][CH3:48])=[CH:7][CH:6]=2)[CH2:4][CH2:3][CH2:2]1.Br[C:50]1[S:54][C:53]([C:55]([O:57][CH3:58])=[O:56])=[CH:52][C:51]=1[CH3:59].N#N.C([O-])([O-])=O.[K+].[K+], predict the reaction product. (5) Given the reactants [F:1][C:2]([F:22])([F:21])[C@@H:3]1[CH2:7][CH2:6][CH2:5][N:4]1[C:8]1[N:13]=[CH:12][C:11]([C:14]2[N:19]=[C:18]([NH2:20])[CH:17]=[CH:16][CH:15]=2)=[CH:10][N:9]=1.[CH3:23][N:24]1[C:32](=[O:33])[C:31]2[N:30]([C@@H:34]([CH3:38])[C:35](O)=[O:36])[CH:29]=[N:28][C:27]=2[N:26]([CH3:39])[C:25]1=[O:40].C1C=NC2N(O)N=NC=2C=1.C1CCC(N=C=NC2CCCCC2)CC1.N1C=CC=CC=1, predict the reaction product. The product is: [CH3:23][N:24]1[C:32](=[O:33])[C:31]2[N:30]([C@@H:34]([CH3:38])[C:35]([NH:20][C:18]3[CH:17]=[CH:16][CH:15]=[C:14]([C:11]4[CH:10]=[N:9][C:8]([N:4]5[CH2:5][CH2:6][CH2:7][C@H:3]5[C:2]([F:1])([F:21])[F:22])=[N:13][CH:12]=4)[N:19]=3)=[O:36])[CH:29]=[N:28][C:27]=2[N:26]([CH3:39])[C:25]1=[O:40]. (6) Given the reactants [OH:1][C:2]1[CH:10]=[CH:9][C:8]([C:11]2[N:12]([C:27]([O:29][C:30]([CH3:33])([CH3:32])[CH3:31])=[O:28])[C:13]3[C:18]([CH:19]=2)=[CH:17][C:16]([CH2:20][N:21]2[CH2:26][CH2:25][CH2:24][CH2:23][CH2:22]2)=[CH:15][CH:14]=3)=[C:7]2[C:3]=1[CH2:4][NH:5][C:6]2=[O:34].C1(P(C2C=CC=CC=2)C2C=CC=CC=2)C=CC=CC=1.CCOC(/N=N/C(OCC)=O)=O.C1(C)C=CC=CC=1.[CH:73]([O:76][CH2:77][CH2:78]O)([CH3:75])[CH3:74], predict the reaction product. The product is: [CH:73]([O:76][CH2:77][CH2:78][O:1][C:2]1[CH:10]=[CH:9][C:8]([C:11]2[N:12]([C:27]([O:29][C:30]([CH3:31])([CH3:33])[CH3:32])=[O:28])[C:13]3[C:18]([CH:19]=2)=[CH:17][C:16]([CH2:20][N:21]2[CH2:26][CH2:25][CH2:24][CH2:23][CH2:22]2)=[CH:15][CH:14]=3)=[C:7]2[C:3]=1[CH2:4][NH:5][C:6]2=[O:34])([CH3:75])[CH3:74].